This data is from Reaction yield outcomes from USPTO patents with 853,638 reactions. The task is: Predict the reaction yield, written as a fraction of the theoretical maximum amount of product (1.0 means a 100% yield; for example, 0.34 means a 34% yield). (1) The reactants are C([O:3][C:4]1[CH:9]=[C:8]([O:10][CH3:11])[C:7]([CH3:12])=[C:6]([O:13][CH3:14])[CH:5]=1)=O.C([O-])([O-])=O.[K+].[K+].Cl. The catalyst is CO.O. The product is [CH3:14][O:13][C:6]1[CH:5]=[C:4]([OH:3])[CH:9]=[C:8]([O:10][CH3:11])[C:7]=1[CH3:12]. The yield is 0.290. (2) The reactants are [NH2:1][C:2]1[CH:7]=[CH:6][CH:5]=[C:4]([CH3:8])[N:3]=1.[C:9](O[C:9]([O:11][C:12]([CH3:15])([CH3:14])[CH3:13])=[O:10])([O:11][C:12]([CH3:15])([CH3:14])[CH3:13])=[O:10]. No catalyst specified. The product is [C:12]([O:11][C:9]([NH:1][C:2]1[CH:7]=[CH:6][CH:5]=[C:4]([CH3:8])[N:3]=1)=[O:10])([CH3:15])([CH3:14])[CH3:13]. The yield is 1.00. (3) The reactants are [Br:1][C:2]1[CH:3]=[C:4]([CH2:7][NH2:8])[NH:5][CH:6]=1.N1([C:14](N2C=CN=C2)=[O:15])C=CN=C1.[H-].[Na+]. The catalyst is C1COCC1. The product is [Br:1][C:2]1[CH:3]=[C:4]2[CH2:7][NH:8][C:14](=[O:15])[N:5]2[CH:6]=1. The yield is 0.360. (4) The reactants are [CH3:1][Mg+].[Br-].CON(C)[C:7]([C:9]1[C:14](=[O:15])[C:13]([CH2:16][O:17][CH3:18])=[CH:12][N:11]([C:19]2[CH:24]=[CH:23][CH:22]=[C:21]([C:25]([F:28])([F:27])[F:26])[CH:20]=2)[N:10]=1)=[O:8]. The catalyst is C1COCC1. The product is [C:7]([C:9]1[C:14](=[O:15])[C:13]([CH2:16][O:17][CH3:18])=[CH:12][N:11]([C:19]2[CH:24]=[CH:23][CH:22]=[C:21]([C:25]([F:26])([F:28])[F:27])[CH:20]=2)[N:10]=1)(=[O:8])[CH3:1]. The yield is 0.830. (5) The reactants are [CH3:1][S:2](Cl)(=[O:4])=[O:3].[N+:6]([C:9]1[CH:15]=[CH:14][C:12]([NH2:13])=[CH:11][CH:10]=1)([O-:8])=[O:7].N1C=CC=CC=1.O. The catalyst is C(#N)C. The product is [N+:6]([C:9]1[CH:15]=[CH:14][C:12]([NH:13][S:2]([CH3:1])(=[O:4])=[O:3])=[CH:11][CH:10]=1)([O-:8])=[O:7]. The yield is 0.890.